This data is from Full USPTO retrosynthesis dataset with 1.9M reactions from patents (1976-2016). The task is: Predict the reactants needed to synthesize the given product. (1) Given the product [CH3:1][C:2]1([CH3:24])[C:11]2[C:6]3=[C:7]([CH2:12][N:13]([C:16]([O:18][C:19]([CH3:22])([CH3:21])[CH3:20])=[O:17])[CH2:14][CH2:15][N:5]3[CH2:4][CH2:3]1)[CH:8]=[CH:9][CH:10]=2, predict the reactants needed to synthesize it. The reactants are: [CH3:1][C:2]1([CH3:24])[C:11]2[C:6]3=[C:7]([CH2:12][N:13]([C:16]([O:18][C:19]([CH3:22])([CH3:21])[CH3:20])=[O:17])[CH2:14][CH2:15][N:5]3[C:4](=O)[CH2:3]1)[CH:8]=[CH:9][CH:10]=2. (2) Given the product [CH:1]([NH:4][C:5]([N:7]1[CH2:8][CH2:9][CH:10]([CH2:13][N:14]([CH:15]2[CH2:24][CH2:23][C:22]3[C:17](=[CH:18][C:19]([NH2:25])=[CH:20][CH:21]=3)[CH2:16]2)[CH2:32][CH3:33])[CH2:11][CH2:12]1)=[O:6])([CH3:2])[CH3:3], predict the reactants needed to synthesize it. The reactants are: [CH:1]([NH:4][C:5]([N:7]1[CH2:12][CH2:11][CH:10]([CH2:13][N:14]([CH2:32][CH3:33])[CH:15]2[CH2:24][CH2:23][C:22]3[C:17](=[CH:18][C:19]([NH:25]C(=O)C(F)(F)F)=[CH:20][CH:21]=3)[CH2:16]2)[CH2:9][CH2:8]1)=[O:6])([CH3:3])[CH3:2].C(=O)([O-])[O-].[K+].[K+].